From a dataset of Catalyst prediction with 721,799 reactions and 888 catalyst types from USPTO. Predict which catalyst facilitates the given reaction. (1) Reactant: C(OC([N:8]1[CH2:12][C@H:11](OC2C=CN=C([Cl:20])N=2)[CH2:10][C@H:9]1[C:21]([OH:23])=[O:22])=O)(C)(C)C.[CH:24]1(S([C@@]2(NC(=O)O)C[C@]2(C(N)=O)C=C)(=O)=O)CC1.CCN(C(C)C)C(C)C.C1C=CC2N(O)N=NC=2C=1.CN(C(ON1N=NC2C=CC=CC1=2)=[N+](C)C)C.F[P-](F)(F)(F)(F)F. Product: [ClH:20].[CH3:24][O:23][C:21]([C:9]1([NH2:8])[CH2:10][CH2:11][CH2:12]1)=[O:22]. The catalyst class is: 23. (2) Reactant: [CH2:1]([C@H:4]1[CH2:8][N:7](C(OC(C)(C)C)=O)[CH2:6][C@@:5]1([NH:20][C:21](=[O:26])[C:22]([F:25])([F:24])[F:23])[C:16]([O:18][CH3:19])=[O:17])[CH:2]=[CH2:3].[F:27][C:28]([F:33])([F:32])[C:29]([OH:31])=[O:30]. Product: [F:27][C:28]([F:33])([F:32])[C:29]([OH:31])=[O:30].[CH2:1]([C@H:4]1[CH2:8][NH:7][CH2:6][C@@:5]1([NH:20][C:21](=[O:26])[C:22]([F:23])([F:24])[F:25])[C:16]([O:18][CH3:19])=[O:17])[CH:2]=[CH2:3]. The catalyst class is: 2. (3) Reactant: [CH3:1][O:2]/[N:3]=[C:4](\[C:11]([NH:13][C@@H:14]1[C:17](=[O:18])[N:16]2[C:19]([C:32]([O-:34])=[O:33])=[C:20]([CH2:23][S:24][C:25]([C:27]3[O:31][CH:30]=[CH:29][CH:28]=3)=[O:26])[CH2:21][S:22][C@H:15]12)=[O:12])/[C:5]1[N:9]=[C:8]([NH2:10])[S:7][CH:6]=1.[Na+].[Cl-:36].[Na+].Cl.C(OC(C)C)(C)C. Product: [CH3:1][O:2]/[N:3]=[C:4](\[C:11]([NH:13][C@@H:14]1[C:17](=[O:18])[N:16]2[C:19]([C:32]([OH:34])=[O:33])=[C:20]([CH2:23][S:24][C:25]([C:27]3[O:31][CH:30]=[CH:29][CH:28]=3)=[O:26])[CH2:21][S:22][C@H:15]12)=[O:12])/[C:5]1[N:9]=[C:8]([NH2:10])[S:7][CH:6]=1.[ClH:36]. The catalyst class is: 90.